This data is from Forward reaction prediction with 1.9M reactions from USPTO patents (1976-2016). The task is: Predict the product of the given reaction. (1) Given the reactants [CH3:1][C:2]1[CH:7]=[CH:6][C:5]([C:8]2[N:9]=[C:10]3[CH:15]=[CH:14][C:13]([NH:16]CC4C=C(OC)C(OC)=C(OC)C=4)=[N:12][N:11]3[CH:30]=2)=[CH:4][C:3]=1[NH:31][C:32](=[O:37])[C:33]([CH3:36])([CH3:35])[CH3:34].C(O)(C(F)(F)F)=O, predict the reaction product. The product is: [NH2:16][C:13]1[CH:14]=[CH:15][C:10]2=[N:9][C:8]([C:5]3[CH:6]=[CH:7][C:2]([CH3:1])=[C:3]([NH:31][C:32](=[O:37])[C:33]([CH3:34])([CH3:35])[CH3:36])[CH:4]=3)=[CH:30][N:11]2[N:12]=1. (2) Given the reactants [NH2:1][C:2]1[CH:7]=[CH:6][C:5]([S:8][CH2:9][C:10]2[CH:15]=[CH:14][CH:13]=[CH:12][CH:11]=2)=[CH:4][C:3]=1/[CH:16]=[CH:17]/[C:18]([O:20][CH2:21][CH3:22])=[O:19].[Br:23][C:24]1[CH:29]=[C:28]([Cl:30])[CH:27]=[CH:26][C:25]=1I.C(=O)([O-])[O-].[Cs+].[Cs+], predict the reaction product. The product is: [CH2:9]([S:8][C:5]1[CH:6]=[CH:7][C:2]([NH:1][C:25]2[CH:26]=[CH:27][C:28]([Cl:30])=[CH:29][C:24]=2[Br:23])=[C:3](/[CH:16]=[CH:17]/[C:18]([O:20][CH2:21][CH3:22])=[O:19])[CH:4]=1)[C:10]1[CH:15]=[CH:14][CH:13]=[CH:12][CH:11]=1. (3) The product is: [C:1]([O:5][C@@H:6]([C:12]1[C:31]([CH3:32])=[CH:30][C:15]2[N:16]=[C:17]([C:19]3[CH:20]=[C:21]4[C:25](=[CH:26][CH:27]=3)[C:24](=[O:28])[N:23]([CH3:29])[CH2:22]4)[S:18][C:14]=2[C:13]=1[C:33]1[CH:38]=[CH:37][C:36]([Cl:39])=[CH:35][CH:34]=1)[C:7]([OH:9])=[O:8])([CH3:4])([CH3:2])[CH3:3]. Given the reactants [C:1]([O:5][C@@H:6]([C:12]1[C:31]([CH3:32])=[CH:30][C:15]2[N:16]=[C:17]([C:19]3[CH:20]=[C:21]4[C:25](=[CH:26][CH:27]=3)[C:24](=[O:28])[N:23]([CH3:29])[CH2:22]4)[S:18][C:14]=2[C:13]=1[C:33]1[CH:38]=[CH:37][C:36]([Cl:39])=[CH:35][CH:34]=1)[C:7]([O:9]CC)=[O:8])([CH3:4])([CH3:3])[CH3:2].[OH-].[Na+], predict the reaction product. (4) The product is: [OH:5][C@@H:4]([CH2:3][O:2][CH3:1])[CH2:6][NH:7][CH2:8][CH2:9][CH2:10][CH2:11][NH:12][C:13](=[O:19])[O:14][C:15]([CH3:17])([CH3:16])[CH3:18]. Given the reactants [CH3:1][O:2][CH2:3][C@H:4]1[CH2:6][O:5]1.[NH2:7][CH2:8][CH2:9][CH2:10][CH2:11][NH:12][C:13](=[O:19])[O:14][C:15]([CH3:18])([CH3:17])[CH3:16], predict the reaction product. (5) Given the reactants [Cl-].[Cl-].[Cl-].[Al+3].[CH2:5]([NH:7][CH2:8][CH3:9])[CH3:6].[C:10]1([C:19]2[C:14](=[CH:15][CH:16]=[CH:17][CH:18]=2)[CH2:13][O:12]1)=[O:11].O, predict the reaction product. The product is: [CH2:5]([N:7]([CH2:8][CH3:9])[C:10](=[O:11])[C:19]1[CH:18]=[CH:17][CH:16]=[CH:15][C:14]=1[CH2:13][OH:12])[CH3:6]. (6) Given the reactants Br[C:2]1[N:6]2[CH:7]=[CH:8][C:9]([C:11]([F:14])([F:13])[F:12])=[N:10][C:5]2=[N:4][CH:3]=1.CC1(C)COB([C:22]2[CH:23]=[CH:24][C:25]([F:35])=[C:26]([C:28]3[CH:29]=[N:30][CH:31]=[CH:32][C:33]=3[F:34])[CH:27]=2)OC1.FC1C=CC(B2OC(C)(C)C(C)(C)O2)=CC=1C1C(C#N)=CC=CC=1.B1(B2OCC(C)(C)CO2)OCC(C)(C)CO1, predict the reaction product. The product is: [F:35][C:25]1[CH:24]=[CH:23][C:22]([C:2]2[N:6]3[CH:7]=[CH:8][C:9]([C:11]([F:14])([F:13])[F:12])=[N:10][C:5]3=[N:4][CH:3]=2)=[CH:27][C:26]=1[C:28]1[CH:29]=[N:30][CH:31]=[CH:32][C:33]=1[F:34]. (7) Given the reactants [CH:1]([N:14]1[CH2:17][C:16]([CH2:19][CH3:20])([OH:18])[CH2:15]1)([C:8]1[CH:13]=[CH:12][CH:11]=[CH:10][CH:9]=1)[C:2]1[CH:7]=[CH:6][CH:5]=[CH:4][CH:3]=1.C(N(CC)CC)C.[CH3:28][S:29](Cl)(=[O:31])=[O:30], predict the reaction product. The product is: [CH:1]([N:14]1[CH2:17][C:16]([O:18][S:29]([CH3:28])(=[O:31])=[O:30])([CH2:19][CH3:20])[CH2:15]1)([C:8]1[CH:13]=[CH:12][CH:11]=[CH:10][CH:9]=1)[C:2]1[CH:3]=[CH:4][CH:5]=[CH:6][CH:7]=1.